This data is from NCI-60 drug combinations with 297,098 pairs across 59 cell lines. The task is: Regression. Given two drug SMILES strings and cell line genomic features, predict the synergy score measuring deviation from expected non-interaction effect. (1) Drug 1: CCC1=CC2CC(C3=C(CN(C2)C1)C4=CC=CC=C4N3)(C5=C(C=C6C(=C5)C78CCN9C7C(C=CC9)(C(C(C8N6C)(C(=O)OC)O)OC(=O)C)CC)OC)C(=O)OC.C(C(C(=O)O)O)(C(=O)O)O. Drug 2: C(CN)CNCCSP(=O)(O)O. Cell line: OVCAR3. Synergy scores: CSS=46.4, Synergy_ZIP=2.52, Synergy_Bliss=4.31, Synergy_Loewe=-56.4, Synergy_HSA=0.238. (2) Drug 1: C1C(C(OC1N2C=NC3=C(N=C(N=C32)Cl)N)CO)O. Drug 2: C1CC(C1)(C(=O)O)C(=O)O.[NH2-].[NH2-].[Pt+2]. Cell line: COLO 205. Synergy scores: CSS=45.1, Synergy_ZIP=-2.07, Synergy_Bliss=-0.898, Synergy_Loewe=0.788, Synergy_HSA=1.87. (3) Drug 1: C1=NC2=C(N1)C(=S)N=CN2. Drug 2: C1C(C(OC1N2C=NC(=NC2=O)N)CO)O. Cell line: SNB-19. Synergy scores: CSS=16.3, Synergy_ZIP=-4.24, Synergy_Bliss=3.88, Synergy_Loewe=4.23, Synergy_HSA=5.55. (4) Drug 1: CC1OCC2C(O1)C(C(C(O2)OC3C4COC(=O)C4C(C5=CC6=C(C=C35)OCO6)C7=CC(=C(C(=C7)OC)O)OC)O)O. Drug 2: C1CN1P(=S)(N2CC2)N3CC3. Cell line: RPMI-8226. Synergy scores: CSS=54.7, Synergy_ZIP=0.0329, Synergy_Bliss=0.613, Synergy_Loewe=3.59, Synergy_HSA=6.01. (5) Drug 1: C1=NC2=C(N=C(N=C2N1C3C(C(C(O3)CO)O)F)Cl)N. Drug 2: N.N.Cl[Pt+2]Cl. Cell line: SK-MEL-2. Synergy scores: CSS=83.3, Synergy_ZIP=3.09, Synergy_Bliss=3.20, Synergy_Loewe=6.86, Synergy_HSA=7.56. (6) Drug 1: CC1=C(C=C(C=C1)NC2=NC=CC(=N2)N(C)C3=CC4=NN(C(=C4C=C3)C)C)S(=O)(=O)N.Cl. Cell line: COLO 205. Synergy scores: CSS=-4.22, Synergy_ZIP=7.64, Synergy_Bliss=8.34, Synergy_Loewe=0.620, Synergy_HSA=-0.216. Drug 2: C1CCN(CC1)CCOC2=CC=C(C=C2)C(=O)C3=C(SC4=C3C=CC(=C4)O)C5=CC=C(C=C5)O. (7) Drug 1: C1C(C(OC1N2C=C(C(=O)NC2=O)F)CO)O. Drug 2: CC1=C2C(C(=O)C3(C(CC4C(C3C(C(C2(C)C)(CC1OC(=O)C(C(C5=CC=CC=C5)NC(=O)C6=CC=CC=C6)O)O)OC(=O)C7=CC=CC=C7)(CO4)OC(=O)C)O)C)OC(=O)C. Cell line: T-47D. Synergy scores: CSS=2.29, Synergy_ZIP=-0.522, Synergy_Bliss=-3.06, Synergy_Loewe=-6.94, Synergy_HSA=-8.29. (8) Drug 1: CN1CCC(CC1)COC2=C(C=C3C(=C2)N=CN=C3NC4=C(C=C(C=C4)Br)F)OC. Drug 2: C(=O)(N)NO. Cell line: HCT116. Synergy scores: CSS=7.51, Synergy_ZIP=-1.42, Synergy_Bliss=-1.95, Synergy_Loewe=-2.57, Synergy_HSA=-2.59. (9) Drug 1: CC(CN1CC(=O)NC(=O)C1)N2CC(=O)NC(=O)C2. Drug 2: C1=CC(=CC=C1CC(C(=O)O)N)N(CCCl)CCCl.Cl. Cell line: OVCAR-8. Synergy scores: CSS=43.9, Synergy_ZIP=9.44, Synergy_Bliss=12.2, Synergy_Loewe=12.3, Synergy_HSA=12.7.